This data is from Peptide-MHC class I binding affinity with 185,985 pairs from IEDB/IMGT. The task is: Regression. Given a peptide amino acid sequence and an MHC pseudo amino acid sequence, predict their binding affinity value. This is MHC class I binding data. (1) The peptide sequence is HLPDRVHFA. The MHC is Patr-A0401 with pseudo-sequence Patr-A0401. The binding affinity (normalized) is 0.104. (2) The peptide sequence is DIVGGLFTY. The MHC is HLA-A01:01 with pseudo-sequence HLA-A01:01. The binding affinity (normalized) is 0.0847. (3) The peptide sequence is IVNNQESNK. The MHC is HLA-A03:01 with pseudo-sequence HLA-A03:01. The binding affinity (normalized) is 0.549. (4) The peptide sequence is FGAQMGWPV. The MHC is HLA-A03:01 with pseudo-sequence HLA-A03:01. The binding affinity (normalized) is 0.0847. (5) The peptide sequence is ILGFVFTLTV. The MHC is HLA-A02:06 with pseudo-sequence HLA-A02:06. The binding affinity (normalized) is 0.355. (6) The peptide sequence is TICLKNEGV. The MHC is HLA-A68:02 with pseudo-sequence HLA-A68:02. The binding affinity (normalized) is 0.838. (7) The MHC is HLA-A68:01 with pseudo-sequence HLA-A68:01. The binding affinity (normalized) is 0.802. The peptide sequence is IFAFIDFSK. (8) The binding affinity (normalized) is 0. The MHC is HLA-A01:01 with pseudo-sequence HLA-A01:01. The peptide sequence is VREFPEDQY.